From a dataset of Catalyst prediction with 721,799 reactions and 888 catalyst types from USPTO. Predict which catalyst facilitates the given reaction. Reactant: C([BH3-])#[N:2].[Na+].[CH2:5]([N:7]([CH2:22][CH3:23])[CH2:8][CH2:9][O:10][C:11]1[CH:16]=[CH:15][C:14]([C:17](=O)[CH2:18][CH2:19][CH3:20])=[CH:13][CH:12]=1)[CH3:6].C([O-])(=O)C.[NH4+]. Product: [CH2:5]([N:7]([CH2:22][CH3:23])[CH2:8][CH2:9][O:10][C:11]1[CH:16]=[CH:15][C:14]([CH:17]([NH2:2])[CH2:18][CH2:19][CH3:20])=[CH:13][CH:12]=1)[CH3:6]. The catalyst class is: 125.